The task is: Predict the reactants needed to synthesize the given product.. This data is from Full USPTO retrosynthesis dataset with 1.9M reactions from patents (1976-2016). Given the product [C:18]([C:22]1[CH:27]=[CH:26][C:25]([S:28]([N:17]([CH:11]2[CH2:16][CH2:15][CH2:14][CH2:13][CH2:12]2)[CH2:2][C:3]([N:8]([CH2:9][CH3:10])[CH2:6][CH3:7])=[O:4])(=[O:30])=[O:29])=[CH:24][CH:23]=1)([CH3:21])([CH3:19])[CH3:20], predict the reactants needed to synthesize it. The reactants are: Br[CH2:2][C:3](Br)=[O:4].[CH2:6]([NH:8][CH2:9][CH3:10])[CH3:7].[CH:11]1([NH2:17])[CH2:16][CH2:15][CH2:14][CH2:13][CH2:12]1.[C:18]([C:22]1[CH:27]=[CH:26][C:25]([S:28](Cl)(=[O:30])=[O:29])=[CH:24][CH:23]=1)([CH3:21])([CH3:20])[CH3:19].